Regression. Given a peptide amino acid sequence and an MHC pseudo amino acid sequence, predict their binding affinity value. This is MHC class II binding data. From a dataset of Peptide-MHC class II binding affinity with 134,281 pairs from IEDB. (1) The peptide sequence is FTVNQTSRLLMRRMR. The MHC is DRB1_0404 with pseudo-sequence DRB1_0404. The binding affinity (normalized) is 0.750. (2) The peptide sequence is FPPNGTHSWEYWGAQ. The MHC is DRB1_0401 with pseudo-sequence DRB1_0401. The binding affinity (normalized) is 0.204. (3) The peptide sequence is KYFAATQFEPLAARL. The MHC is HLA-DQA10301-DQB10302 with pseudo-sequence HLA-DQA10301-DQB10302. The binding affinity (normalized) is 0.437. (4) The peptide sequence is EKKYRAATQFEPLAA. The MHC is HLA-DPA10201-DPB10101 with pseudo-sequence HLA-DPA10201-DPB10101. The binding affinity (normalized) is 0.839.